From a dataset of NCI-60 drug combinations with 297,098 pairs across 59 cell lines. Regression. Given two drug SMILES strings and cell line genomic features, predict the synergy score measuring deviation from expected non-interaction effect. (1) Drug 1: C(=O)(N)NO. Drug 2: CC1=C(C=C(C=C1)C(=O)NC2=CC(=CC(=C2)C(F)(F)F)N3C=C(N=C3)C)NC4=NC=CC(=N4)C5=CN=CC=C5. Cell line: PC-3. Synergy scores: CSS=0.299, Synergy_ZIP=3.95, Synergy_Bliss=-2.47, Synergy_Loewe=-4.67, Synergy_HSA=-3.69. (2) Drug 1: C1CCN(CC1)CCOC2=CC=C(C=C2)C(=O)C3=C(SC4=C3C=CC(=C4)O)C5=CC=C(C=C5)O. Drug 2: CC1=C2C(C(=O)C3(C(CC4C(C3C(C(C2(C)C)(CC1OC(=O)C(C(C5=CC=CC=C5)NC(=O)OC(C)(C)C)O)O)OC(=O)C6=CC=CC=C6)(CO4)OC(=O)C)OC)C)OC. Cell line: SW-620. Synergy scores: CSS=59.2, Synergy_ZIP=6.45, Synergy_Bliss=5.84, Synergy_Loewe=-13.1, Synergy_HSA=5.42. (3) Drug 1: CNC(=O)C1=CC=CC=C1SC2=CC3=C(C=C2)C(=NN3)C=CC4=CC=CC=N4. Drug 2: COCCOC1=C(C=C2C(=C1)C(=NC=N2)NC3=CC=CC(=C3)C#C)OCCOC.Cl. Cell line: NCI-H460. Synergy scores: CSS=10.0, Synergy_ZIP=1.10, Synergy_Bliss=8.05, Synergy_Loewe=3.48, Synergy_HSA=7.08.